The task is: Regression/Classification. Given a drug SMILES string, predict its absorption, distribution, metabolism, or excretion properties. Task type varies by dataset: regression for continuous measurements (e.g., permeability, clearance, half-life) or binary classification for categorical outcomes (e.g., BBB penetration, CYP inhibition). Dataset: b3db_classification.. This data is from Blood-brain barrier permeability classification from the B3DB database. (1) The molecule is ClCCl. The result is 1 (penetrates BBB). (2) The drug is CN1[C@H](CC(=O)c2ccccc2)CCC[C@H]1C[C@H](O)c1ccccc1. The result is 1 (penetrates BBB). (3) The drug is CCCC(CCC)(CCC)C(N)=O. The result is 1 (penetrates BBB). (4) The compound is N[C@@H]1C[C@H]1c1ccc(F)cc1. The result is 1 (penetrates BBB). (5) The compound is C=CC1(C(C)CCC)C(=O)NC(=O)NC1=O. The result is 1 (penetrates BBB). (6) The molecule is OCCN1CCN([C@H]2C[C@@H](c3ccc(F)cc3)c3ccc(C(F)(F)F)cc32)CC1. The result is 1 (penetrates BBB). (7) The compound is CCC1(C2=CCCCCC2)C(=O)NC(=O)NC1=O. The result is 1 (penetrates BBB). (8) The molecule is CN1CCCc2cccc(OC[C@H]3CNCCO3)c21. The result is 1 (penetrates BBB). (9) The compound is [Xe]. The result is 1 (penetrates BBB).